Dataset: Forward reaction prediction with 1.9M reactions from USPTO patents (1976-2016). Task: Predict the product of the given reaction. Given the reactants Cl[C:2]1[N:7]=[C:6](Cl)[C:5]([F:9])=[CH:4][N:3]=1.[CH2:10]([OH:13])[CH:11]=[CH2:12].CC([O-:18])(C)C.[K+].[OH-].[K+], predict the reaction product. The product is: [CH2:10]([O:13][C:2]1[N:7]=[C:6]([OH:18])[C:5]([F:9])=[CH:4][N:3]=1)[CH:11]=[CH2:12].